This data is from Forward reaction prediction with 1.9M reactions from USPTO patents (1976-2016). The task is: Predict the product of the given reaction. (1) Given the reactants [H-].[Na+].C(OP([CH2:11][C:12]([O:14][CH3:15])=[O:13])(=O)OCC)C.[CH2:16]([N:23]1[CH:27]=[CH:26][C:25]([CH:28]=O)=[CH:24]1)[C:17]1[CH:22]=[CH:21][CH:20]=[CH:19][CH:18]=1, predict the reaction product. The product is: [CH2:16]([N:23]1[CH:27]=[CH:26][C:25]([CH:28]=[CH:11][C:12]([O:14][CH3:15])=[O:13])=[CH:24]1)[C:17]1[CH:18]=[CH:19][CH:20]=[CH:21][CH:22]=1. (2) Given the reactants FC(F)(F)S(O[C:7]1[CH:16]=[CH:15][C:10]([C:11]([O:13][CH3:14])=[O:12])=[CH:9][C:8]=1[C:17]1([CH:22]=[CH2:23])[CH2:21][CH2:20][CH2:19][CH2:18]1)(=O)=O.[F:26][C:27]1[C:28](B(O)O)=[CH:29][C:30]([O:33][CH3:34])=[N:31][CH:32]=1.P([O-])([O-])([O-])=O.[K+].[K+].[K+].COC1C=CC=C(OC)C=1C1C=CC=CC=1P(C1CCCCC1)C1CCCCC1, predict the reaction product. The product is: [F:26][C:27]1[C:28]([C:7]2[CH:16]=[CH:15][C:10]([C:11]([O:13][CH3:14])=[O:12])=[CH:9][C:8]=2[C:17]2([CH:22]=[CH2:23])[CH2:21][CH2:20][CH2:19][CH2:18]2)=[CH:29][C:30]([O:33][CH3:34])=[N:31][CH:32]=1. (3) Given the reactants [O:1]1[CH2:3][CH:2]1[CH:4]1[O:9][C:8]2[CH:10]=[CH:11][CH:12]=[CH:13][C:7]=2[O:6][CH2:5]1.Cl.[NH2:15][CH2:16][CH2:17][NH:18][C:19]([NH:21][C:22]1[CH:27]=[CH:26][CH:25]=[C:24]([Cl:28])[CH:23]=1)=[O:20], predict the reaction product. The product is: [Cl:28][C:24]1[CH:23]=[C:22]([NH:21][C:19]([NH:18][CH2:17][CH2:16][NH:15][CH2:3][CH:2]([CH:4]2[O:9][C:8]3[CH:10]=[CH:11][CH:12]=[CH:13][C:7]=3[O:6][CH2:5]2)[OH:1])=[O:20])[CH:27]=[CH:26][CH:25]=1. (4) Given the reactants [Br:1][C:2]1[C:3]([N:10]2[CH2:15][CH2:14][CH:13]([CH2:16][OH:17])[CH2:12][CH2:11]2)=[N:4][C:5]([O:8][CH3:9])=[N:6][CH:7]=1.[O:18]1[CH:23]=[CH:22][CH2:21][CH2:20][CH2:19]1.C1(C)C=CC(S(O)(=O)=O)=CC=1.C(=O)([O-])O.[Na+], predict the reaction product. The product is: [Br:1][C:2]1[C:3]([N:10]2[CH2:15][CH2:14][CH:13]([CH2:16][O:17][CH:19]3[CH2:20][CH2:21][CH2:22][CH2:23][O:18]3)[CH2:12][CH2:11]2)=[N:4][C:5]([O:8][CH3:9])=[N:6][CH:7]=1. (5) Given the reactants [CH2:1]([O:3][C:4]([C:6]1[N:7]([CH3:29])[C:8](CC)=[C:9]([C:25]#[N:26])[C:10]=1[C:11]1[CH:16]=[CH:15][C:14](OS(C(F)(F)F)(=O)=O)=[CH:13][CH:12]=1)=[O:5])[CH3:2].Br[C:31]1[C:36]2[S:37][CH:38]=[CH:39][C:35]=2[CH:34]=[CH:33][CH:32]=1, predict the reaction product. The product is: [CH2:1]([O:3][C:4]([C:6]1[N:7]([CH3:29])[CH:8]=[C:9]([C:25]#[N:26])[C:10]=1[C:11]1[CH:12]=[CH:13][C:14]([C:31]2[C:36]3[S:37][CH:38]=[CH:39][C:35]=3[CH:34]=[CH:33][CH:32]=2)=[CH:15][CH:16]=1)=[O:5])[CH3:2]. (6) Given the reactants [CH:1]1([CH2:4][N:5]2[CH:9]=[C:8]([C:10]3[N:15]=[CH:14][C:13]4[N:16]=[N:17][N:18](COCC[Si](C)(C)C)[C:12]=4[CH:11]=3)[N:7]=[CH:6]2)[CH2:3][CH2:2]1.C(O)(C(F)(F)F)=O, predict the reaction product. The product is: [CH:1]1([CH2:4][N:5]2[CH:9]=[C:8]([C:10]3[N:15]=[CH:14][C:13]4[N:16]=[N:17][NH:18][C:12]=4[CH:11]=3)[N:7]=[CH:6]2)[CH2:2][CH2:3]1. (7) Given the reactants N1C=CN=C1.[Cl:6][C:7]1[CH:12]=[C:11]([Cl:13])[CH:10]=[CH:9][C:8]=1[C:14]1[N:15]=[C:16]([C@@H:19]([NH:28][C:29]([CH:31]2[CH2:36][CH2:35][CH:34]([C:37]([CH3:40])([CH3:39])[CH3:38])[CH2:33][CH2:32]2)=[O:30])[CH2:20][C:21]2[CH:26]=[CH:25][C:24]([OH:27])=[CH:23][CH:22]=2)[NH:17][CH:18]=1.C[O:42][C:43](=[O:52])[C:44]1[CH:49]=[CH:48][C:47]([CH2:50]Br)=[CH:46][CH:45]=1, predict the reaction product. The product is: [C:37]([CH:34]1[CH2:33][CH2:32][CH:31]([C:29]([NH:28][C@H:19]([C:16]2[NH:17][CH:18]=[C:14]([C:8]3[CH:9]=[CH:10][C:11]([Cl:13])=[CH:12][C:7]=3[Cl:6])[N:15]=2)[CH2:20][C:21]2[CH:26]=[CH:25][C:24]([O:27][CH2:50][C:47]3[CH:48]=[CH:49][C:44]([C:43]([OH:52])=[O:42])=[CH:45][CH:46]=3)=[CH:23][CH:22]=2)=[O:30])[CH2:36][CH2:35]1)([CH3:40])([CH3:39])[CH3:38].